From a dataset of Experimentally validated miRNA-target interactions with 360,000+ pairs, plus equal number of negative samples. Binary Classification. Given a miRNA mature sequence and a target amino acid sequence, predict their likelihood of interaction. The miRNA is hsa-miR-3180 with sequence UGGGGCGGAGCUUCCGGAG. The protein sequence of the target gene is MSAPGPYQAAAGPSVVPTAPPTYEETVGVNSYYPTPPAPMPGPATGLITGPDGKGMNPPSYYTQPVPVPNANAIAVQTVYVQQPVSFYDRPVQMCCPSCSKMIVTQLSYNAGALTWLSCGSLCLLGCVAGCCFIPFCVDALQDVDHYCPNCKALLGTYKRL. Result: 0 (no interaction).